From a dataset of Reaction yield outcomes from USPTO patents with 853,638 reactions. Predict the reaction yield, written as a fraction of the theoretical maximum amount of product (1.0 means a 100% yield; for example, 0.34 means a 34% yield). (1) The reactants are [O:1]=[C:2]1[N:6]([C:7]2[CH:8]=[C:9]3[CH2:17][CH2:16][CH2:15][CH2:14][C:13](=[O:18])[C:10]3=[N:11][CH:12]=2)[CH2:5][C@H:4]([CH2:19][NH:20][C:21](=[O:23])[CH3:22])[O:3]1.CO[CH:26](OC)[N:27]([CH3:29])[CH3:28]. The catalyst is C(O)CC. The product is [CH3:26][N:27]([CH:29]=[C:14]1[C:13](=[O:18])[C:10]2=[N:11][CH:12]=[C:7]([N:6]3[CH2:5][C@H:4]([CH2:19][NH:20][C:21](=[O:23])[CH3:22])[O:3][C:2]3=[O:1])[CH:8]=[C:9]2[CH2:17][CH2:16][CH2:15]1)[CH3:28]. The yield is 0.630. (2) The reactants are [F:1][C:2]1[CH:3]=[C:4]([C:35]2[C:36]([C:41]#[N:42])=[CH:37][CH:38]=[CH:39][CH:40]=2)[CH:5]=[CH:6][C:7]=1[CH2:8][C:9]1[C:10](=[O:34])[N:11]([C@H:21]2[CH2:26][CH2:25][C@H:24]([O:27][C@H:28]3[C:32](=[O:33])[CH2:31][O:30][CH2:29]3)[CH2:23][CH2:22]2)[C:12]2[N:13]([N:18]=[CH:19][N:20]=2)[C:14]=1[CH2:15][CH2:16][CH3:17].[CH3:43][Mg]Br.[Cl-].[NH4+]. The catalyst is O1CCCC1. The product is [F:1][C:2]1[CH:3]=[C:4]([C:35]2[C:36]([C:41]#[N:42])=[CH:37][CH:38]=[CH:39][CH:40]=2)[CH:5]=[CH:6][C:7]=1[CH2:8][C:9]1[C:10](=[O:34])[N:11]([C@H:21]2[CH2:22][CH2:23][C@H:24]([O:27][CH:28]3[C:32]([OH:33])([CH3:43])[CH2:31][O:30][CH2:29]3)[CH2:25][CH2:26]2)[C:12]2[N:13]([N:18]=[CH:19][N:20]=2)[C:14]=1[CH2:15][CH2:16][CH3:17]. The yield is 0.420. (3) The reactants are [Cl:1][C:2]1[CH:3]=[CH:4][C:5]([O:16][CH2:17][C:18]2[CH:23]=[CH:22][CH:21]=[CH:20][CH:19]=2)=[C:6]([CH2:8][C:9]2[S:10][CH:11]=[C:12]([C:14]#[N:15])[N:13]=2)[CH:7]=1.[CH2:24]([OH:26])[CH3:25].Cl. The catalyst is C(OCC)C. The product is [ClH:1].[Cl:1][C:2]1[CH:3]=[CH:4][C:5]([O:16][CH2:17][C:18]2[CH:19]=[CH:20][CH:21]=[CH:22][CH:23]=2)=[C:6]([CH2:8][C:9]2[S:10][CH:11]=[C:12]([C:14](=[NH:15])[O:26][CH2:24][CH3:25])[N:13]=2)[CH:7]=1. The yield is 0.670. (4) The reactants are C([N:9]1[CH2:21][C:20](=O)[C:19]2[C:18]3[C:13](=[CH:14][CH:15]=[C:16]([Cl:23])[CH:17]=3)[NH:12][C:11]=2[CH2:10]1)(=O)C1C=CC=CC=1.[NH2:24]N. No catalyst specified. The product is [NH2:24][C:20]1[C:19]2[C:18]3[C:13](=[CH:14][CH:15]=[C:16]([Cl:23])[CH:17]=3)[NH:12][C:11]=2[CH:10]=[N:9][CH:21]=1. The yield is 0.300. (5) The reactants are [F:1][C:2]1[CH:7]=[CH:6][C:5]([OH:8])=[CH:4][CH:3]=1.[H-].[Na+].[N:11]1[C:18]([Cl:19])=[N:17][C:15](Cl)=[N:14][C:12]=1[Cl:13].[NH4+].[Cl-]. The catalyst is O1CCCC1. The product is [Cl:13][C:12]1[N:11]=[C:18]([Cl:19])[N:17]=[C:15]([O:8][C:5]2[CH:6]=[CH:7][C:2]([F:1])=[CH:3][CH:4]=2)[N:14]=1. The yield is 0.580. (6) The reactants are [CH2:1]([O:3][CH2:4][C:5]1[N:6]([CH2:18][C:19]2([OH:32])[CH2:24][CH2:23][N:22](C(OC(C)(C)C)=O)[CH2:21][CH2:20]2)[C:7]2[C:16]3[CH:15]=[CH:14][CH:13]=[CH:12][C:11]=3[N:10]=[CH:9][C:8]=2[N:17]=1)[CH3:2].Cl. The product is [CH2:1]([O:3][CH2:4][C:5]1[N:6]([CH2:18][C:19]2([OH:32])[CH2:24][CH2:23][NH:22][CH2:21][CH2:20]2)[C:7]2[C:16]3[CH:15]=[CH:14][CH:13]=[CH:12][C:11]=3[N:10]=[CH:9][C:8]=2[N:17]=1)[CH3:2]. The yield is 0.610. The catalyst is C(O)C.